Dataset: Reaction yield outcomes from USPTO patents with 853,638 reactions. Task: Predict the reaction yield, written as a fraction of the theoretical maximum amount of product (1.0 means a 100% yield; for example, 0.34 means a 34% yield). (1) The reactants are Cl[C:2]1[N:7]=[C:6]([C:8]2[CH:13]=[CH:12][CH:11]=[CH:10][CH:9]=2)[N:5]=[C:4]([C:14]([NH:16][C:17]2[CH:22]=[CH:21][CH:20]=[CH:19][C:18]=2[C:23]2[S:24][C:25]([CH2:28][CH2:29][CH3:30])=[N:26][N:27]=2)=[O:15])[CH:3]=1.[CH3:31][N:32]([CH3:36])[CH2:33][CH2:34][NH2:35]. The catalyst is C1COCC1.O. The product is [CH3:31][N:32]([CH3:36])[CH2:33][CH2:34][NH:35][C:2]1[N:7]=[C:6]([C:8]2[CH:13]=[CH:12][CH:11]=[CH:10][CH:9]=2)[N:5]=[C:4]([C:14]([NH:16][C:17]2[CH:22]=[CH:21][CH:20]=[CH:19][C:18]=2[C:23]2[S:24][C:25]([CH2:28][CH2:29][CH3:30])=[N:26][N:27]=2)=[O:15])[CH:3]=1. The yield is 0.930. (2) The reactants are [N:1]([CH2:4][CH:5]([OH:8])[CH2:6][F:7])=[N+:2]=[N-:3].[C:9]([N:12]1[CH:16]=[CH:15][N:14]=[C:13]1[N+:17]([O-:19])=[O:18])#[C:10][CH3:11].C1COCC1.O=C1O[C@H]([C@H](CO)O)C([O-])=C1O.[Na+]. The catalyst is [O-]S([O-])(=O)=O.[Cu+2].O.CC(O)(C)C. The product is [F:7][CH2:6][CH:5]([OH:8])[CH2:4][N:1]1[CH:11]=[C:10]([CH2:9][N:12]2[CH:16]=[CH:15][N:14]=[C:13]2[N+:17]([O-:19])=[O:18])[N:3]=[N:2]1. The yield is 0.0400. (3) The reactants are [Br:1][C:2]1[CH:3]=[C:4]2[C:8](=[CH:9][CH:10]=1)[NH:7][N:6]=[C:5]2[F:11].CC1C=CC(S(O)(=O)=O)=CC=1.[CH2:23]1[CH2:28][O:27][CH:26]=[CH:25][CH2:24]1. The catalyst is ClCCl. The product is [Br:1][C:2]1[CH:3]=[C:4]2[C:8](=[CH:9][CH:10]=1)[N:7]([CH:26]1[CH2:25][CH2:24][CH2:23][CH2:28][O:27]1)[N:6]=[C:5]2[F:11]. The yield is 0.743. (4) The reactants are [H-].[Na+].[C:3]([O:9][CH2:10][CH3:11])(=[O:8])[CH2:4][C:5]([CH3:7])=[O:6].C([Li])CCC.[CH3:17][CH:18]([CH3:22])[CH2:19][CH:20]=[O:21].Cl. The catalyst is C(OCC)C.O1CCCC1. The product is [CH2:10]([O:9][C:3](=[O:8])[CH2:4][C:5](=[O:6])[CH2:7][CH:20]([OH:21])[CH2:19][CH:18]([CH3:22])[CH3:17])[CH3:11]. The yield is 0.500. (5) The yield is 0.527. The reactants are [OH:1][CH2:2][CH2:3][N:4]([CH2:12][CH2:13][N:14]1[CH2:19][CH2:18][S:17][C:16]2[CH:20]=[C:21]([N+:24]([O-])=O)[CH:22]=[CH:23][C:15]1=2)[C:5](=[O:11])[O:6][C:7]([CH3:10])([CH3:9])[CH3:8].I.[S:28]1[CH:32]=[CH:31][CH:30]=[C:29]1[C:33](SC)=[NH:34].CO.C(Cl)Cl.N. The product is [OH:1][CH2:2][CH2:3][N:4]([CH2:12][CH2:13][N:14]1[CH2:19][CH2:18][S:17][C:16]2[CH:20]=[C:21]([NH:24][C:33]([C:29]3[S:28][CH:32]=[CH:31][CH:30]=3)=[NH:34])[CH:22]=[CH:23][C:15]1=2)[C:5](=[O:11])[O:6][C:7]([CH3:10])([CH3:9])[CH3:8]. The catalyst is [Pd].CO.C(Cl)Cl.